Dataset: Full USPTO retrosynthesis dataset with 1.9M reactions from patents (1976-2016). Task: Predict the reactants needed to synthesize the given product. Given the product [F:21][C:19]1[CH:18]=[CH:17][C:16]2[C:12]([C:9]3[CH:10]=[CH:11][C:6]([O:5][CH2:4][CH2:3][CH2:2][N:22]4[CH2:27][CH2:26][CH2:25][CH2:24][CH2:23]4)=[CH:7][CH:8]=3)=[N:13][O:14][C:15]=2[CH:20]=1, predict the reactants needed to synthesize it. The reactants are: Br[CH2:2][CH2:3][CH2:4][O:5][C:6]1[CH:11]=[CH:10][C:9]([C:12]2[C:16]3[CH:17]=[CH:18][C:19]([F:21])=[CH:20][C:15]=3[O:14][N:13]=2)=[CH:8][CH:7]=1.[NH:22]1[CH2:27][CH2:26][CH2:25][CH2:24][CH2:23]1.C(=O)([O-])[O-].[K+].[K+].Cl.